Dataset: Reaction yield outcomes from USPTO patents with 853,638 reactions. Task: Predict the reaction yield, written as a fraction of the theoretical maximum amount of product (1.0 means a 100% yield; for example, 0.34 means a 34% yield). (1) The reactants are [CH3:1][C:2]1[C:7]([C:8]2[C:16]3[O:15][CH2:14][C@@H:13]([N:17](C(=O)C(F)(F)F)[C:18]4[CH:31]=[CH:30][C:21]5[C@H:22]([CH2:25][C:26]([O:28]C)=[O:27])[CH2:23][O:24][C:20]=5[CH:19]=4)[C:12]=3[CH:11]=[CH:10][CH:9]=2)=[C:6]([CH3:38])[N:5]=[C:4]([N:39]2[CH2:43][CH2:42][CH2:41][CH2:40]2)[N:3]=1.[OH-].[Na+].Cl. The catalyst is O1CCCC1.CO.[Cl-].[Na+].O. The product is [CH3:38][C:6]1[C:7]([C:8]2[C:16]3[O:15][CH2:14][C@@H:13]([NH:17][C:18]4[CH:31]=[CH:30][C:21]5[C@H:22]([CH2:25][C:26]([OH:28])=[O:27])[CH2:23][O:24][C:20]=5[CH:19]=4)[C:12]=3[CH:11]=[CH:10][CH:9]=2)=[C:2]([CH3:1])[N:3]=[C:4]([N:39]2[CH2:43][CH2:42][CH2:41][CH2:40]2)[N:5]=1. The yield is 0.770. (2) The reactants are [Br:1][C:2]1[N:3]=[C:4](Br)[C:5]2[N:6]([CH:8]=[CH:9][N:10]=2)[CH:7]=1.C(N(C(C)C)CC)(C)C.[NH2:21][C:22]1[N:27]=[CH:26][C:25]([N:28]2[CH2:33][CH2:32][N:31]([C:34]([O:36][C:37]([CH3:40])([CH3:39])[CH3:38])=[O:35])[CH2:30][CH2:29]2)=[CH:24][CH:23]=1. The catalyst is CC(O)C. The product is [Br:1][C:2]1[N:3]=[C:4]([NH:21][C:22]2[N:27]=[CH:26][C:25]([N:28]3[CH2:33][CH2:32][N:31]([C:34]([O:36][C:37]([CH3:40])([CH3:39])[CH3:38])=[O:35])[CH2:30][CH2:29]3)=[CH:24][CH:23]=2)[C:5]2[N:6]([CH:8]=[CH:9][N:10]=2)[CH:7]=1. The yield is 0.500. (3) The reactants are [CH3:1][N:2]1[CH2:7][CH:6]=[C:5]([C:8]2[C:16]3[C:11](=[CH:12][CH:13]=[C:14]([NH:17][C:18]([NH:20]C(=O)C4C=CC=CC=4)=[S:19])[CH:15]=3)[NH:10][CH:9]=2)[CH2:4][CH2:3]1.I[CH3:30]. The catalyst is CC(C)=O. The product is [CH3:1][N:2]1[CH2:7][CH:6]=[C:5]([C:8]2[C:16]3[C:11](=[CH:12][CH:13]=[C:14]([NH:17][C:18]([S:20][CH3:30])=[NH:19])[CH:15]=3)[NH:10][CH:9]=2)[CH2:4][CH2:3]1. The yield is 0.190. (4) The reactants are [C:1]1(=[O:11])[NH:5][C:4](=[O:6])[C:3]2=[CH:7][CH:8]=[CH:9][CH:10]=[C:2]12.[CH2:12]1[CH2:16][O:15][CH2:14][CH2:13]1. The catalyst is C[C@@H](N(C)C)[C]1[C](P(C2C=CC=CC=2)C2C=CC=CC=2)[CH][CH][CH]1.C1C=CC(P([C]2[CH][CH][CH][CH]2)C2C=CC=CC=2)=CC=1.[Fe].O. The product is [OH:15][C@@H:16]1[C:12]2[C:2](=[CH:10][CH:9]=[CH:14][CH:13]=2)[CH:3]=[CH:7][C@H:8]1[N:5]1[C:1](=[O:11])[C:2]2[C:3](=[CH:7][CH:8]=[CH:9][CH:10]=2)[C:4]1=[O:6]. The yield is 0.520. (5) The reactants are Cl[C:2]1[NH:7][C:6](=[O:8])[N:5]([CH:9]([CH3:11])[CH3:10])[C:4](=[O:12])[CH:3]=1.[F:13][C:14]([F:24])([F:23])[C@@H:15]([C:17]1[CH:22]=[CH:21][CH:20]=[CH:19][CH:18]=1)[NH2:16].CN1C(=O)CCC1. The catalyst is O.CC#N. The product is [CH:9]([N:5]1[C:4](=[O:12])[CH:3]=[C:2]([NH:16][C@H:15]([C:17]2[CH:22]=[CH:21][CH:20]=[CH:19][CH:18]=2)[C:14]([F:13])([F:23])[F:24])[NH:7][C:6]1=[O:8])([CH3:11])[CH3:10]. The yield is 0.340. (6) The reactants are [Br:1][C:2]1[CH:3]=[CH:4][C:5]2[N:6]([C:8](I)=[CH:9][N:10]=2)[N:7]=1.CCN(C(C)C)C(C)C.[CH3:21][CH:22]([OH:25])[C:23]#[CH:24]. The catalyst is CN(C=O)C.Cl[Pd](Cl)([P](C1C=CC=CC=1)(C1C=CC=CC=1)C1C=CC=CC=1)[P](C1C=CC=CC=1)(C1C=CC=CC=1)C1C=CC=CC=1.[Cu]I. The product is [Br:1][C:2]1[CH:3]=[CH:4][C:5]2[N:6]([C:8]([C:24]#[C:23][CH:22]([OH:25])[CH3:21])=[CH:9][N:10]=2)[N:7]=1. The yield is 0.500. (7) The product is [NH2:1][C:2]1[N:7]=[C:6]([S:8]([N:11]([CH3:40])[C:12]([C:14]2[C:15]([N:32]3[CH2:36][C@@H:35]([CH3:37])[CH2:34][C:33]3([CH3:39])[CH3:38])=[N:16][C:17]([C:20]3[CH:25]=[C:24]([O:26][CH2:27][CH:28]([CH3:30])[CH3:29])[CH:23]=[C:22]([F:31])[CH:21]=3)=[CH:18][CH:19]=2)=[O:13])(=[O:9])=[O:10])[CH:5]=[CH:4][CH:3]=1. The catalyst is CN(C=O)C. The reactants are [NH2:1][C:2]1[N:7]=[C:6]([S:8]([NH:11][C:12]([C:14]2[C:15]([N:32]3[CH2:36][C@@H:35]([CH3:37])[CH2:34][C:33]3([CH3:39])[CH3:38])=[N:16][C:17]([C:20]3[CH:25]=[C:24]([O:26][CH2:27][CH:28]([CH3:30])[CH3:29])[CH:23]=[C:22]([F:31])[CH:21]=3)=[CH:18][CH:19]=2)=[O:13])(=[O:10])=[O:9])[CH:5]=[CH:4][CH:3]=1.[C:40]([O-])([O-])=O.[Cs+].[Cs+].O. The yield is 0.610. (8) The reactants are [F:1][C:2]1[C:3]([N:9]=[CH:10][N:11]([CH3:13])[CH3:12])=[N:4][C:5]([OH:8])=[N:6][CH:7]=1.[C:14](Cl)(=[O:21])[C:15]1[CH:20]=[CH:19][CH:18]=[CH:17][CH:16]=1. The catalyst is N1C=CC=CC=1. The product is [CH3:12][N:11]([CH:10]=[N:9][C:3]1[C:2]([F:1])=[CH:7][N:6]=[C:5]([O:8][C:14](=[O:21])[C:15]2[CH:20]=[CH:19][CH:18]=[CH:17][CH:16]=2)[N:4]=1)[CH3:13]. The yield is 0.940.